This data is from Peptide-MHC class II binding affinity with 134,281 pairs from IEDB. The task is: Regression. Given a peptide amino acid sequence and an MHC pseudo amino acid sequence, predict their binding affinity value. This is MHC class II binding data. (1) The MHC is DRB1_1501 with pseudo-sequence DRB1_1501. The peptide sequence is RLCFSKSKNTLMYEI. The binding affinity (normalized) is 0.407. (2) The peptide sequence is AAFHSRFVQALTTAA. The MHC is DRB1_1302 with pseudo-sequence DRB1_1302. The binding affinity (normalized) is 0.485. (3) The peptide sequence is GKQWDGIRMLDLATYT. The MHC is DRB1_0401 with pseudo-sequence DRB1_0401. The binding affinity (normalized) is 0.133. (4) The peptide sequence is LALARAQRMQTARVL. The MHC is HLA-DQA10102-DQB10602 with pseudo-sequence HLA-DQA10102-DQB10602. The binding affinity (normalized) is 0.422. (5) The peptide sequence is VWKRELNLLDKRQFE. The MHC is HLA-DQA10601-DQB10402 with pseudo-sequence HLA-DQA10601-DQB10402. The binding affinity (normalized) is 0. (6) The peptide sequence is YSSVVRPVEDHRQV. The MHC is DRB1_0301 with pseudo-sequence DRB1_0301. The binding affinity (normalized) is 0. (7) The peptide sequence is APEDKYEAFVLHFSE. The MHC is DRB1_1201 with pseudo-sequence DRB1_1201. The binding affinity (normalized) is 0.430. (8) The peptide sequence is ALDVWALGLAIFEFV. The MHC is DRB1_1602 with pseudo-sequence DRB1_1602. The binding affinity (normalized) is 0.729. (9) The peptide sequence is APSMEEVAAAAVAVT. The MHC is DRB1_0405 with pseudo-sequence DRB1_0405. The binding affinity (normalized) is 0.184.